Dataset: Reaction yield outcomes from USPTO patents with 853,638 reactions. Task: Predict the reaction yield, written as a fraction of the theoretical maximum amount of product (1.0 means a 100% yield; for example, 0.34 means a 34% yield). The product is [CH:19]([N:18]1[C:14]([C:12]2[N:13]=[C:6]3[C:5]4[CH:22]=[N:23][C:2]([NH:25][C@@H:26]([CH3:27])[C:28]([NH2:30])=[O:29])=[CH:3][C:4]=4[O:10][CH2:9][CH2:8][N:7]3[CH:11]=2)=[N:15][CH:16]=[N:17]1)([CH3:21])[CH3:20]. The catalyst is CN(C)C(=O)C. The yield is 0.0700. The reactants are Cl[C:2]1[N:23]=[CH:22][C:5]2[C:6]3[N:7]([CH:11]=[C:12]([C:14]4[N:18]([CH:19]([CH3:21])[CH3:20])[N:17]=[CH:16][N:15]=4)[N:13]=3)[CH2:8][CH2:9][O:10][C:4]=2[CH:3]=1.Cl.[NH2:25][C@H:26]([C:28]([NH2:30])=[O:29])[CH3:27].